From a dataset of Full USPTO retrosynthesis dataset with 1.9M reactions from patents (1976-2016). Predict the reactants needed to synthesize the given product. (1) The reactants are: FC(F)(F)C(O)=O.[CH2:8]([O:15][C:16]([NH:18][C@@H:19]([C:41]([O:43][CH3:44])=[O:42])[CH2:20][O:21][CH2:22][CH2:23][N:24](C(OC(C)(C)C)=O)[CH2:25][C:26]1[CH:31]=[CH:30][C:29]([O:32][CH3:33])=[CH:28][CH:27]=1)=[O:17])[C:9]1[CH:14]=[CH:13][CH:12]=[CH:11][CH:10]=1. Given the product [CH2:8]([O:15][C:16]([NH:18][C@@H:19]([C:41]([O:43][CH3:44])=[O:42])[CH2:20][O:21][CH2:22][CH2:23][NH:24][CH2:25][C:26]1[CH:27]=[CH:28][C:29]([O:32][CH3:33])=[CH:30][CH:31]=1)=[O:17])[C:9]1[CH:10]=[CH:11][CH:12]=[CH:13][CH:14]=1, predict the reactants needed to synthesize it. (2) Given the product [NH2:11][C:12]1[C:21]2[N:22]=[C:23]([CH2:30][CH2:31][CH2:32][CH3:33])[N:24]([CH2:25][CH2:26][CH2:27][CH2:28][NH:29][C:9]([NH:8][CH2:1][C:2]3[CH:7]=[CH:6][CH:5]=[CH:4][CH:3]=3)=[O:10])[C:20]=2[C:19]2[N:18]=[CH:17][CH:16]=[CH:15][C:14]=2[N:13]=1, predict the reactants needed to synthesize it. The reactants are: [CH2:1]([N:8]=[C:9]=[O:10])[C:2]1[CH:7]=[CH:6][CH:5]=[CH:4][CH:3]=1.[NH2:11][C:12]1[C:21]2[N:22]=[C:23]([CH2:30][CH2:31][CH2:32][CH3:33])[N:24]([CH2:25][CH2:26][CH2:27][CH2:28][NH2:29])[C:20]=2[C:19]2[N:18]=[CH:17][CH:16]=[CH:15][C:14]=2[N:13]=1.ClCCl.CO. (3) Given the product [F:17][C:18]1[CH:19]=[CH:20][C:21]([N:24]2[CH:28]=[CH:27][C:26]([O:29][CH2:2][C:3]3[C:8]([CH3:9])=[CH:7][CH:6]=[CH:5][C:4]=3[N:10]3[C:14](=[O:15])[N:13]([CH3:16])[N:12]=[N:11]3)=[N:25]2)=[CH:22][CH:23]=1, predict the reactants needed to synthesize it. The reactants are: Br[CH2:2][C:3]1[C:8]([CH3:9])=[CH:7][CH:6]=[CH:5][C:4]=1[N:10]1[C:14](=[O:15])[N:13]([CH3:16])[N:12]=[N:11]1.[F:17][C:18]1[CH:23]=[CH:22][C:21]([N:24]2[CH:28]=[CH:27][C:26]([OH:29])=[N:25]2)=[CH:20][CH:19]=1.C(=O)([O-])[O-].[K+].[K+].C(#N)C. (4) Given the product [Br:25][CH2:20][C:16]1[C:15]([CH3:22])=[C:14]([N:7]2[C:6]3[C:23]([F:24])=[C:2]([F:1])[CH:3]=[CH:4][C:5]=3[N:9]=[C:8]2[C:10]([F:13])([F:12])[F:11])[CH:19]=[CH:18][CH:17]=1, predict the reactants needed to synthesize it. The reactants are: [F:1][C:2]1[CH:3]=[CH:4][C:5]2[N:9]=[C:8]([C:10]([F:13])([F:12])[F:11])[N:7]([C:14]3[C:15]([CH3:22])=[C:16]([CH2:20]O)[CH:17]=[CH:18][CH:19]=3)[C:6]=2[C:23]=1[F:24].[Br:25]P(Br)Br.C(OCC)(=O)C. (5) Given the product [F:1][C:2]1[CH:7]=[CH:6][C:5]([F:8])=[CH:4][C:3]=1[C@H:9]1[CH2:13][CH2:12][CH2:11][N:10]1[C:14]1[CH:19]=[CH:18][N:17]2[N:20]=[CH:21][C:22](/[CH:23]=[CH:24]/[C:25]([N:27]3[CH2:28][CH2:29][N:30]([CH2:33][CH3:34])[CH2:31][CH2:32]3)=[O:26])=[C:16]2[N:15]=1, predict the reactants needed to synthesize it. The reactants are: [F:1][C:2]1[CH:7]=[CH:6][C:5]([F:8])=[CH:4][C:3]=1[C@H:9]1[CH2:13][CH2:12][CH2:11][N:10]1[C:14]1[CH:19]=[CH:18][N:17]2[N:20]=[CH:21][C:22](/[CH:23]=[CH:24]/[C:25]([N:27]3[CH2:32][CH2:31][NH:30][CH2:29][CH2:28]3)=[O:26])=[C:16]2[N:15]=1.[CH:33](=O)[CH3:34].[Na].C(O)(=O)C.[OH-].[Na+].